Predict the reactants needed to synthesize the given product. From a dataset of Full USPTO retrosynthesis dataset with 1.9M reactions from patents (1976-2016). (1) Given the product [Cl:13][C:10]1[C:9]2[C:4](=[N:5][CH:6]=[CH:7][CH:8]=2)[N:3]=[C:2]([C:14]2[CH:19]=[CH:18][CH:17]=[CH:16][CH:15]=2)[C:11]=1[CH3:12], predict the reactants needed to synthesize it. The reactants are: Cl[C:2]1[C:11]([CH3:12])=[C:10]([Cl:13])[C:9]2[C:4](=[N:5][CH:6]=[CH:7][CH:8]=2)[N:3]=1.[C:14]1(B(O)O)[CH:19]=[CH:18][CH:17]=[CH:16][CH:15]=1.C(=O)([O-])[O-].[Na+].[Na+]. (2) Given the product [Cl:1][C:2]1[CH:3]=[C:4]([CH2:10][N:27]2[CH2:26][CH2:25][CH:24]([CH2:23][O:22][C:21]3[CH:30]=[CH:31][CH:32]=[CH:33][C:20]=3[O:19][CH2:18][CH:12]3[CH2:17][CH2:16][CH2:15][CH2:14][CH2:13]3)[CH2:29][CH2:28]2)[C:5]([O:8][CH3:9])=[N:6][CH:7]=1, predict the reactants needed to synthesize it. The reactants are: [Cl:1][C:2]1[CH:3]=[C:4]([CH:10]=O)[C:5]([O:8][CH3:9])=[N:6][CH:7]=1.[CH:12]1([CH2:18][O:19][C:20]2[CH:33]=[CH:32][CH:31]=[CH:30][C:21]=2[O:22][CH2:23][CH:24]2[CH2:29][CH2:28][NH:27][CH2:26][CH2:25]2)[CH2:17][CH2:16][CH2:15][CH2:14][CH2:13]1.C(O[BH-](OC(=O)C)OC(=O)C)(=O)C.[Na+].C(=O)(O)[O-].[Na+].